From a dataset of NCI-60 drug combinations with 297,098 pairs across 59 cell lines. Regression. Given two drug SMILES strings and cell line genomic features, predict the synergy score measuring deviation from expected non-interaction effect. (1) Drug 1: CN(C)N=NC1=C(NC=N1)C(=O)N. Drug 2: CC12CCC3C(C1CCC2OP(=O)(O)O)CCC4=C3C=CC(=C4)OC(=O)N(CCCl)CCCl.[Na+]. Cell line: ACHN. Synergy scores: CSS=1.98, Synergy_ZIP=-5.73, Synergy_Bliss=-8.59, Synergy_Loewe=-14.9, Synergy_HSA=-7.93. (2) Drug 1: CN(CCCl)CCCl.Cl. Drug 2: C(CN)CNCCSP(=O)(O)O. Cell line: SW-620. Synergy scores: CSS=32.3, Synergy_ZIP=-1.39, Synergy_Bliss=4.80, Synergy_Loewe=-20.9, Synergy_HSA=0.411. (3) Drug 1: COC1=CC(=CC(=C1O)OC)C2C3C(COC3=O)C(C4=CC5=C(C=C24)OCO5)OC6C(C(C7C(O6)COC(O7)C8=CC=CS8)O)O. Drug 2: CC1=C(N=C(N=C1N)C(CC(=O)N)NCC(C(=O)N)N)C(=O)NC(C(C2=CN=CN2)OC3C(C(C(C(O3)CO)O)O)OC4C(C(C(C(O4)CO)O)OC(=O)N)O)C(=O)NC(C)C(C(C)C(=O)NC(C(C)O)C(=O)NCCC5=NC(=CS5)C6=NC(=CS6)C(=O)NCCC[S+](C)C)O. Cell line: HOP-92. Synergy scores: CSS=51.4, Synergy_ZIP=-0.297, Synergy_Bliss=0.613, Synergy_Loewe=1.99, Synergy_HSA=4.50. (4) Drug 1: C1CN1C2=NC(=NC(=N2)N3CC3)N4CC4. Drug 2: CC1OCC2C(O1)C(C(C(O2)OC3C4COC(=O)C4C(C5=CC6=C(C=C35)OCO6)C7=CC(=C(C(=C7)OC)O)OC)O)O. Cell line: HCC-2998. Synergy scores: CSS=53.1, Synergy_ZIP=-10.5, Synergy_Bliss=-10.9, Synergy_Loewe=1.69, Synergy_HSA=2.79. (5) Drug 1: C1=CC=C(C=C1)NC(=O)CCCCCCC(=O)NO. Drug 2: CC1=C(C(=CC=C1)Cl)NC(=O)C2=CN=C(S2)NC3=CC(=NC(=N3)C)N4CCN(CC4)CCO. Cell line: HCC-2998. Synergy scores: CSS=11.5, Synergy_ZIP=-3.52, Synergy_Bliss=-2.75, Synergy_Loewe=-1.56, Synergy_HSA=-0.822.